From a dataset of Full USPTO retrosynthesis dataset with 1.9M reactions from patents (1976-2016). Predict the reactants needed to synthesize the given product. Given the product [CH2:19]([N:10]1[C:11]2[C:16](=[CH:15][C:14]([Br:17])=[CH:13][CH:12]=2)[C:8]([CH2:1][C:2]2[CH:3]=[CH:4][CH:5]=[CH:6][CH:7]=2)=[C:9]1[CH3:18])[C:20]1[CH:25]=[CH:24][CH:23]=[CH:22][CH:21]=1, predict the reactants needed to synthesize it. The reactants are: [CH2:1]([C:8]1[C:16]2[C:11](=[CH:12][CH:13]=[C:14]([Br:17])[CH:15]=2)[NH:10][C:9]=1[CH3:18])[C:2]1[CH:7]=[CH:6][CH:5]=[CH:4][CH:3]=1.[CH2:19](Br)[C:20]1[CH:25]=[CH:24][CH:23]=[CH:22][CH:21]=1.